From a dataset of Full USPTO retrosynthesis dataset with 1.9M reactions from patents (1976-2016). Predict the reactants needed to synthesize the given product. (1) Given the product [Cl:1][C:2]1[N:3]=[CH:4][C:5]([CH2:8][N:9]2[C:10]3=[C:14]([N+:15]([O-:17])=[O:16])[CH:22]4[O:24][CH:18]([N:11]3[CH2:12][CH2:13]2)[CH2:19][CH2:20][CH2:21]4)=[CH:6][CH:7]=1, predict the reactants needed to synthesize it. The reactants are: [Cl:1][C:2]1[CH:7]=[CH:6][C:5]([CH2:8][N:9]2[CH2:13][CH2:12][NH:11][C:10]2=[CH:14][N+:15]([O-:17])=[O:16])=[CH:4][N:3]=1.[CH:18](=[O:24])[CH2:19][CH2:20][CH2:21][CH:22]=O.Cl. (2) Given the product [NH2:13][C:14]1[C:19]([O:20][CH:10]2[CH2:11][N:8]([C:1]([O:3][C:4]([CH3:7])([CH3:6])[CH3:5])=[O:2])[CH2:9]2)=[C:18]([Cl:21])[N:17]=[CH:16][N:15]=1, predict the reactants needed to synthesize it. The reactants are: [C:1]([N:8]1[CH2:11][CH:10](I)[CH2:9]1)([O:3][C:4]([CH3:7])([CH3:6])[CH3:5])=[O:2].[NH2:13][C:14]1[C:19]([OH:20])=[C:18]([Cl:21])[N:17]=[CH:16][N:15]=1.C(=O)([O-])[O-].[K+].[K+]. (3) The reactants are: C(N(CC)CC)C.[NH2:8][C:9]1[CH:10]=[C:11]2[C:16](=[CH:17][CH:18]=1)[CH2:15][N:14]([C:19]([O:21][C:22]([CH3:25])([CH3:24])[CH3:23])=[O:20])[CH2:13][CH2:12]2.[F:26][C:27]([F:36])([F:35])[C:28]([OH:34])([CH3:33])[CH2:29][C:30](O)=[O:31].F[P-](F)(F)(F)(F)F.N1(OC(N(C)C)=[N+](C)C)C2N=CC=CC=2N=N1. Given the product [F:26][C:27]([F:36])([F:35])[C:28]([OH:34])([CH3:33])[CH2:29][C:30]([NH:8][C:9]1[CH:10]=[C:11]2[C:16](=[CH:17][CH:18]=1)[CH2:15][N:14]([C:19]([O:21][C:22]([CH3:25])([CH3:24])[CH3:23])=[O:20])[CH2:13][CH2:12]2)=[O:31], predict the reactants needed to synthesize it. (4) The reactants are: [F-:1].[K+].C1N2CCOCCOCCN(CCOCCOCC2)CCOCCOC1.Cl[CH2:30][C:31]1[CH:36]=[CH:35][CH:34]=[CH:33][C:32]=1[S:37][CH2:38][CH2:39][CH:40]1[O:44][CH2:43][CH2:42][O:41]1. Given the product [F:1][CH2:30][C:31]1[CH:36]=[CH:35][CH:34]=[CH:33][C:32]=1[S:37][CH2:38][CH2:39][CH:40]1[O:44][CH2:43][CH2:42][O:41]1, predict the reactants needed to synthesize it.